This data is from Forward reaction prediction with 1.9M reactions from USPTO patents (1976-2016). The task is: Predict the product of the given reaction. (1) Given the reactants [C:1]1([N:7]2[C:11]3=[N:12][CH:13]=[N:14][C:15]([NH:16][N:17]=[CH:18][C:19]4[CH:24]=[CH:23][C:22](Cl)=[N:21][CH:20]=4)=[C:10]3[CH:9]=[N:8]2)[CH:6]=[CH:5][CH:4]=[CH:3][CH:2]=1.[CH3:26][O-:27].[Na+].O.Cl, predict the reaction product. The product is: [C:1]1([N:7]2[C:11]3=[N:12][CH:13]=[N:14][C:15]([NH:16][N:17]=[CH:18][C:19]4[CH:24]=[CH:23][C:22]([O:27][CH3:26])=[N:21][CH:20]=4)=[C:10]3[CH:9]=[N:8]2)[CH:6]=[CH:5][CH:4]=[CH:3][CH:2]=1. (2) Given the reactants [C:1]([O:5][C:6]([NH:8][C@@H:9]([C:17]([OH:19])=O)[CH2:10][C:11]1[CH:16]=[CH:15][CH:14]=[CH:13][CH:12]=1)=[O:7])([CH3:4])([CH3:3])[CH3:2].CCN(C(C)C)C(C)C.CN(C(ON1N=NC2C=CC=CC1=2)=[N+](C)C)C.F[P-](F)(F)(F)(F)F.Cl.[CH3:54][O:55][C:56]1[C:64]2[O:63][C:62]([CH3:66])([CH3:65])[CH2:61][C:60]=2[C:59]([C:67]2[CH2:68][C:69]([CH3:81])([CH3:80])[C:70](=[O:79])[N:71]([CH:73]3[CH2:78][CH2:77][NH:76][CH2:75][CH2:74]3)[N:72]=2)=[CH:58][CH:57]=1, predict the reaction product. The product is: [CH3:54][O:55][C:56]1[C:64]2[O:63][C:62]([CH3:65])([CH3:66])[CH2:61][C:60]=2[C:59]([C:67]2[CH2:68][C:69]([CH3:81])([CH3:80])[C:70](=[O:79])[N:71]([CH:73]3[CH2:78][CH2:77][N:76]([C:17](=[O:19])[C@H:9]([NH:8][C:6](=[O:7])[O:5][C:1]([CH3:2])([CH3:3])[CH3:4])[CH2:10][C:11]4[CH:12]=[CH:13][CH:14]=[CH:15][CH:16]=4)[CH2:75][CH2:74]3)[N:72]=2)=[CH:58][CH:57]=1. (3) Given the reactants [C:1]([O:5][C:6]([NH:8][C@@H:9]1[C:27](=[O:28])[N:26]2[C@@H:22]([CH2:23][C@@H:24]([O:29][Si:30]([C:33]([CH3:36])([CH3:35])[CH3:34])([CH3:32])[CH3:31])[CH2:25]2)[C:21](=[O:37])[NH:20][C@@:19]2([C:38](O)=[O:39])[C@@H:17]([CH2:18]2)[CH:16]=[CH:15][CH2:14][CH2:13][CH2:12][NH:11][CH2:10]1)=[O:7])([CH3:4])([CH3:3])[CH3:2].C1N=CN(C(N2C=NC=C2)=O)C=1.[CH:53]1([S:56]([NH2:59])(=[O:58])=[O:57])[CH2:55][CH2:54]1.[CH2:60]1[CH2:70][CH2:69]N2C(=NCCC2)CC1, predict the reaction product. The product is: [CH:53]1([S:56]([NH:59][C:38]([C@@:19]23[CH2:18][C@H:17]2[CH:16]=[CH:15][CH2:14][CH2:13][CH2:12][N:11]([CH:70]2[CH2:60][CH2:69]2)[CH2:10][C@H:9]([NH:8][C:6](=[O:7])[O:5][C:1]([CH3:2])([CH3:4])[CH3:3])[C:27](=[O:28])[N:26]2[C@@H:22]([CH2:23][C@@H:24]([O:29][Si:30]([C:33]([CH3:35])([CH3:36])[CH3:34])([CH3:31])[CH3:32])[CH2:25]2)[C:21](=[O:37])[NH:20]3)=[O:39])(=[O:58])=[O:57])[CH2:55][CH2:54]1. (4) Given the reactants [Br:1][C:2]1[CH:7]=[CH:6][C:5]([F:8])=[CH:4][C:3]=1[N+:9]([O-])=O, predict the reaction product. The product is: [Br:1][C:2]1[CH:7]=[CH:6][C:5]([F:8])=[CH:4][C:3]=1[NH2:9]. (5) Given the reactants [CH2:1]([O:8][C@@H:9]1[C@@H:14]([O:15][CH2:16][C:17]2[CH:22]=[CH:21][CH:20]=[CH:19][CH:18]=2)[CH2:13][C@@H:12]([CH2:23][O:24]CC2C=CC=CC=2)[O:11][C@H:10]1[N:32]1[C:44]2[C:43]3[NH:45][C:46]4[CH:47]=[C:48]([F:53])[C:49]([F:52])=[CH:50][C:51]=4[C:42]=3[C:41]3[C:54](=[O:58])[NH:55][C:56](=[O:57])[C:40]=3[C:39]=2[C:38]2[C:33]1=[CH:34][C:35]([F:60])=[C:36]([F:59])[CH:37]=2)[C:2]1[CH:7]=[CH:6][CH:5]=[CH:4][CH:3]=1.II, predict the reaction product. The product is: [CH2:1]([O:8][C@@H:9]1[C@@H:14]([O:15][CH2:16][C:17]2[CH:22]=[CH:21][CH:20]=[CH:19][CH:18]=2)[CH2:13][C@@H:12]([CH2:23][OH:24])[O:11][C@H:10]1[N:32]1[C:44]2[C:43]3[NH:45][C:46]4[CH:47]=[C:48]([F:53])[C:49]([F:52])=[CH:50][C:51]=4[C:42]=3[C:41]3[C:54](=[O:58])[NH:55][C:56](=[O:57])[C:40]=3[C:39]=2[C:38]2[C:33]1=[CH:34][C:35]([F:60])=[C:36]([F:59])[CH:37]=2)[C:2]1[CH:3]=[CH:4][CH:5]=[CH:6][CH:7]=1.